From a dataset of Full USPTO retrosynthesis dataset with 1.9M reactions from patents (1976-2016). Predict the reactants needed to synthesize the given product. (1) Given the product [CH:12]([N:6]1[CH:7]=[CH:8][C:4]([N+:1]([O-:3])=[O:2])=[N:5]1)([CH3:14])[CH3:13], predict the reactants needed to synthesize it. The reactants are: [N+:1]([C:4]1[CH:8]=[CH:7][NH:6][N:5]=1)([O-:3])=[O:2].[H-].[Na+].Br[CH:12]([CH3:14])[CH3:13]. (2) Given the product [O:1]=[C:2]1[C:11]2[C:6](=[CH:7][CH:8]=[CH:9][CH:10]=2)[CH2:5][CH2:4][N:3]1[CH:12]([C:25](=[O:37])[CH2:26][NH:27][S:28]([C:31]1[CH:36]=[CH:35][CH:34]=[CH:33][CH:32]=1)(=[O:30])=[O:29])[CH:13]([NH:21][C:22]([CH3:24])=[O:23])[C:14]([O:16][C:17]([CH3:20])([CH3:19])[CH3:18])=[O:15], predict the reactants needed to synthesize it. The reactants are: [O:1]=[C:2]1[C:11]2[C:6](=[CH:7][CH:8]=[CH:9][CH:10]=2)[CH2:5][CH2:4][N:3]1[CH:12]([CH:25]([OH:37])[CH2:26][NH:27][S:28]([C:31]1[CH:36]=[CH:35][CH:34]=[CH:33][CH:32]=1)(=[O:30])=[O:29])[CH:13]([NH:21][C:22]([CH3:24])=[O:23])[C:14]([O:16][C:17]([CH3:20])([CH3:19])[CH3:18])=[O:15].CC(OI1(OC(C)=O)(OC(C)=O)OC(=O)C2C=CC=CC1=2)=O.